Dataset: Full USPTO retrosynthesis dataset with 1.9M reactions from patents (1976-2016). Task: Predict the reactants needed to synthesize the given product. (1) Given the product [CH3:2][NH:3][CH2:4][CH2:5][C@H:6]([O:12][C:13]1[CH:14]=[CH:15][CH:16]=[C:17]2[CH:22]=[CH:21][CH:20]=[CH:19][C:18]=12)[C:7]1[S:11][CH:10]=[CH:9][CH:8]=1, predict the reactants needed to synthesize it. The reactants are: O.[CH3:2][NH:3][CH2:4][CH2:5][C@H:6]([O:12][C:13]1[CH:14]=[CH:15][CH:16]=[C:17]2[CH:22]=[CH:21][CH:20]=[CH:19][C:18]=12)[C:7]1[S:11][CH:10]=[CH:9][CH:8]=1.Cl.[OH-]. (2) Given the product [C:1]1([N:7]2[CH:11]=[C:10]([C:12]#[N:15])[N:9]=[CH:8]2)[CH:6]=[CH:5][CH:4]=[CH:3][CH:2]=1, predict the reactants needed to synthesize it. The reactants are: [C:1]1([N:7]2[CH:11]=[C:10]([CH:12]=O)[N:9]=[CH:8]2)[CH:6]=[CH:5][CH:4]=[CH:3][CH:2]=1.[OH-].[NH4+:15].II.S([O-])([O-])(=O)=S.[Na+].[Na+]. (3) Given the product [Br:1][C:2]1[CH:7]=[CH:6][C:5]([CH:8]([CH3:11])[C:9]#[N:10])=[CH:4][CH:3]=1, predict the reactants needed to synthesize it. The reactants are: [Br:1][C:2]1[CH:7]=[CH:6][C:5]([CH2:8][C:9]#[N:10])=[CH:4][CH:3]=1.[C:11](=O)([O-])[O-].[K+].[K+]. (4) Given the product [C:8]([N:3]1[CH2:4][CH2:5]/[C:2](=[CH:16]\[C:15]2[CH:18]=[CH:19][C:20]([N:21]3[CH:25]=[C:24]([CH3:26])[N:23]=[CH:22]3)=[C:13]([O:12][CH3:11])[CH:14]=2)/[C:1]1=[O:29])(=[O:10])[CH3:9], predict the reactants needed to synthesize it. The reactants are: [CH2:1]([N:3](CC)[CH2:4][CH3:5])[CH3:2].[CH2:8]([OH:10])[CH3:9].[CH3:11][O:12][C:13]1[CH:14]=[C:15]([CH:18]=[CH:19][C:20]=1[N:21]1[CH:25]=[C:24]([CH3:26])[N:23]=[CH:22]1)[CH:16]=O.C(OCC)(=[O:29])C. (5) Given the product [NH2:1][C:2]1[C:11]2[C:6](=[C:7]([C:22]3[CH:21]=[C:20]([F:19])[CH:25]=[CH:24][C:23]=3[CH3:29])[CH:8]=[CH:9][CH:10]=2)[N:5]=[N:4][C:3]=1[C:13]([NH:15][CH2:16][CH2:17][CH3:18])=[O:14], predict the reactants needed to synthesize it. The reactants are: [NH2:1][C:2]1[C:11]2[C:6](=[C:7](Br)[CH:8]=[CH:9][CH:10]=2)[N:5]=[N:4][C:3]=1[C:13]([NH:15][CH2:16][CH2:17][CH3:18])=[O:14].[F:19][C:20]1[CH:21]=[CH:22][C:23]([CH3:29])=[C:24](B(O)O)[CH:25]=1.